Dataset: Full USPTO retrosynthesis dataset with 1.9M reactions from patents (1976-2016). Task: Predict the reactants needed to synthesize the given product. The reactants are: [C:1]([C:9]1[CH:10]=[N:11][C:12]2[C:17]([C:18]=1[C:19]1[CH:20]=[C:21]([CH:24]=[CH:25][CH:26]=1)[CH:22]=O)=[CH:16][CH:15]=[CH:14][C:13]=2[C:27]([F:30])([F:29])[F:28])(=[O:8])[C:2]1[CH:7]=[CH:6][CH:5]=[CH:4][CH:3]=1.[NH2:31][C:32]1[CH:37]=[CH:36][C:35]([CH2:38][CH2:39][CH2:40][C:41]([OH:43])=[O:42])=[CH:34][CH:33]=1. Given the product [C:1]([C:9]1[CH:10]=[N:11][C:12]2[C:17]([C:18]=1[C:19]1[CH:20]=[C:21]([CH:24]=[CH:25][CH:26]=1)[CH2:22][NH:31][C:32]1[CH:33]=[CH:34][C:35]([CH2:38][CH2:39][CH2:40][C:41]([OH:43])=[O:42])=[CH:36][CH:37]=1)=[CH:16][CH:15]=[CH:14][C:13]=2[C:27]([F:30])([F:29])[F:28])(=[O:8])[C:2]1[CH:3]=[CH:4][CH:5]=[CH:6][CH:7]=1, predict the reactants needed to synthesize it.